This data is from Full USPTO retrosynthesis dataset with 1.9M reactions from patents (1976-2016). The task is: Predict the reactants needed to synthesize the given product. Given the product [CH2:38]([O:37][C:35]([C:33]1[CH:34]=[N:30][N:31]([CH2:26][C:25]#[C:24][C:21]2[CH:22]=[CH:23][C:18]([C:17]3[O:16][N:15]=[C:14]([CH3:28])[C:13]=3[NH:12][C:11]([O:10][CH:8]([C:3]3[CH:4]=[CH:5][CH:6]=[CH:7][C:2]=3[Cl:1])[CH3:9])=[O:29])=[CH:19][CH:20]=2)[CH:32]=1)=[O:36])[CH3:39], predict the reactants needed to synthesize it. The reactants are: [Cl:1][C:2]1[CH:7]=[CH:6][CH:5]=[CH:4][C:3]=1[CH:8]([O:10][C:11](=[O:29])[NH:12][C:13]1[C:14]([CH3:28])=[N:15][O:16][C:17]=1[C:18]1[CH:23]=[CH:22][C:21]([C:24]#[C:25][CH2:26]O)=[CH:20][CH:19]=1)[CH3:9].[NH:30]1[CH:34]=[C:33]([C:35]([O:37][CH2:38][CH3:39])=[O:36])[CH:32]=[N:31]1.